This data is from Experimentally validated miRNA-target interactions with 360,000+ pairs, plus equal number of negative samples. The task is: Binary Classification. Given a miRNA mature sequence and a target amino acid sequence, predict their likelihood of interaction. (1) The miRNA is hsa-miR-4698 with sequence UCAAAAUGUAGAGGAAGACCCCA. The protein sequence of the target gene is MAKLTESMTNVLEGDSMDQDVESPVAIHQPKLPKQARDDLPRHISRDRTKRKIQRYVRKDGKCNVHHGNVRETYRYLTDIFTTLVDLKWRFNLLIFVMVYTVTWLFFGMIWWLIAYIRGDMDHIEDPSWTPCVTNLNGFVSAFLFSIETETTIGYGYRVITDKCPEGIILLLIQSVLGSIVNAFMVGCMFVKISQPKKRAETLVFSTHAVISMRDGKLCLMFRVGDLRNSHIVEASIRAKLIKSKQTSEGEFIPLNQTDINVGYYTGDDRLFLVSPLIISHEINQQSPFWEISKAQLPKE.... Result: 1 (interaction). (2) The miRNA is mmu-miR-34a-5p with sequence UGGCAGUGUCUUAGCUGGUUGU. The protein sequence of the target gene is MGQALSIKSCDFHAAENNEEHYTKAISSQHLTLRRGQSFTITLNFRAPTHTFLSALKKVALIAQTGEQPSKINKTQAIFPISSLGDQKGWSAAVEERDAQHWTVSVTTPVDAVIGHYSLLLQVSGKKQYPLGQFTLLFNPWNRDDAVFLQNEAERTEYVLNQNGFIYLGTADCIQEEPWDFGQFEKDVMDLSLKLLSMDKQVKDWNQPAHVARVVGALLHALKKKSVLPISQTQAAQEGALLYKRRGSVPILRQWLTGQGRAVYETQAWVSAAVACTVLRCLGIPARVVTTFDSAQGTVG.... Result: 1 (interaction). (3) The miRNA is hsa-miR-7-1-3p with sequence CAACAAAUCACAGUCUGCCAUA. The protein sequence of the target gene is MRRRRAAVAAGFCASFLLGSVLNVLFAPGSEPPRPGQSPGSSAAPGPGRRGGRGELARQIRERYEEVQRYSRGGPGPGAGRPERRRLMDLAPGGPGLQRPRPPRVRSPPDGAPGWPPAPGPGSPGPGPRLGCAALRNVSGAQYVGSGYTKAVYRVRLPGGAAVALKAVDFSGHDLGSCVREFGARRGCYRLAAHKLLKEMVLLERLRHPNVLQLYGYCYQDSEGIPDTLTTITELGAPVEMIQLLQTSWEDRFRICLSLGRLLHHLAHSPLGSVTLLDFRPRQFVLVNGELKVTDLDDAR.... Result: 0 (no interaction). (4) The miRNA is hsa-miR-5590-3p with sequence AAUAAAGUUCAUGUAUGGCAA. The protein sequence of the target gene is MEKSGETNGYLDGTQAEPAAGPRTPETAMGKSQRCASFFRRHALVLLTVSGVLVGAGMGAALRGLQLTRTQITYLAFPGEMLLRMLRMIILPLVVCSLVSGAASLDASSLGRLGGIAVAYFGLTTLSASALAVALAFIIKPGAGAQTLQSSSLGLENSGPPPVSKETVDSFLDLLRNLFPSNLVVAAFTTSATDYTVVTHNTSSGNVTKEKIPVVTDVEGMNILGLVLFALVLGVALKKLGPEGEDLIRFFNSFNEATMVLVSWIMWYVPIGIMFLIGSKIVEMKDIVMLVTSLGKYIFA.... Result: 0 (no interaction).